The task is: Regression/Classification. Given a drug SMILES string, predict its absorption, distribution, metabolism, or excretion properties. Task type varies by dataset: regression for continuous measurements (e.g., permeability, clearance, half-life) or binary classification for categorical outcomes (e.g., BBB penetration, CYP inhibition). Dataset: cyp2d6_veith.. This data is from CYP2D6 inhibition data for predicting drug metabolism from PubChem BioAssay. The compound is CN1CCN(c2ncncc2-c2ccccc2Cl)CC1. The result is 1 (inhibitor).